Dataset: Reaction yield outcomes from USPTO patents with 853,638 reactions. Task: Predict the reaction yield, written as a fraction of the theoretical maximum amount of product (1.0 means a 100% yield; for example, 0.34 means a 34% yield). (1) The product is [Cl:43][C:44]1[CH:49]=[C:48]([S:50]([N:53]([CH2:60][C:61]2[CH:66]=[CH:65][C:64]([O:67][CH3:68])=[CH:63][C:62]=2[O:69][CH3:70])[C:54]2[N:55]=[CH:56][CH:57]=[CH:58][N:59]=2)(=[O:51])=[O:52])[C:47]([F:71])=[CH:46][C:45]=1[O:1][C:2]1[CH:7]=[CH:6][C:5]([C:8]2[CH:9]=[CH:10][C:11]([C:14]([F:16])([F:17])[F:15])=[CH:12][CH:13]=2)=[CH:4][C:3]=1[C:18]1[CH:23]=[CH:22][N:21]=[C:20]([N:24]2[CH2:29][CH2:28][N:27]([C:30]([O:32][C:33]([CH3:36])([CH3:35])[CH3:34])=[O:31])[CH2:26][CH2:25]2)[CH:19]=1. The yield is 0.840. The catalyst is CS(C)=O. The reactants are [OH:1][C:2]1[CH:7]=[CH:6][C:5]([C:8]2[CH:13]=[CH:12][C:11]([C:14]([F:17])([F:16])[F:15])=[CH:10][CH:9]=2)=[CH:4][C:3]=1[C:18]1[CH:23]=[CH:22][N:21]=[C:20]([N:24]2[CH2:29][CH2:28][N:27]([C:30]([O:32][C:33]([CH3:36])([CH3:35])[CH3:34])=[O:31])[CH2:26][CH2:25]2)[CH:19]=1.C(=O)([O-])[O-].[K+].[K+].[Cl:43][C:44]1[C:45](F)=[CH:46][C:47]([F:71])=[C:48]([S:50]([N:53]([CH2:60][C:61]2[CH:66]=[CH:65][C:64]([O:67][CH3:68])=[CH:63][C:62]=2[O:69][CH3:70])[C:54]2[N:59]=[CH:58][CH:57]=[CH:56][N:55]=2)(=[O:52])=[O:51])[CH:49]=1. (2) The reactants are [CH2:1]([O:8][CH2:9][CH2:10][CH:11]1[CH2:20][CH2:19][C:14]2(OCC[O:15]2)[CH2:13][CH2:12]1)[C:2]1[CH:7]=[CH:6][CH:5]=[CH:4][CH:3]=1.O.CC1C=CC(S(O)(=O)=O)=CC=1. The catalyst is CC(C)=O. The product is [CH2:1]([O:8][CH2:9][CH2:10][CH:11]1[CH2:12][CH2:13][C:14](=[O:15])[CH2:19][CH2:20]1)[C:2]1[CH:7]=[CH:6][CH:5]=[CH:4][CH:3]=1. The yield is 0.970. (3) The reactants are [C:1]([O:5][C:6]([N:8]1[CH2:13][CH2:12][N:11]([C:14]([O:16][C:17]([CH3:20])([CH3:19])[CH3:18])=[O:15])[CH2:10][CH:9]1[C:21](O)=[O:22])=[O:7])([CH3:4])([CH3:3])[CH3:2].C(N(CC)CC)C.ClC(OCC(C)C)=O.[BH4-].[Na+].Cl. The catalyst is O1CCCC1.O.C(OCC)(=O)C. The product is [OH:22][CH2:21][CH:9]1[CH2:10][N:11]([C:14]([O:16][C:17]([CH3:19])([CH3:20])[CH3:18])=[O:15])[CH2:12][CH2:13][N:8]1[C:6]([O:5][C:1]([CH3:4])([CH3:3])[CH3:2])=[O:7]. The yield is 0.818. (4) The reactants are [CH3:1][O:2][C:3]1[CH:4]=[C:5]([CH2:12]O)[CH:6]=[CH:7][C:8]=1[N+:9]([O-:11])=[O:10].S(Cl)([Cl:16])=O. The yield is 1.00. The product is [Cl:16][CH2:12][C:5]1[CH:6]=[CH:7][C:8]([N+:9]([O-:11])=[O:10])=[C:3]([O:2][CH3:1])[CH:4]=1. No catalyst specified. (5) The reactants are [CH2:1]([N:8]1[CH2:12][CH2:11][C:10]2([C:20]3[C:15](=[CH:16][CH:17]=[CH:18][C:19]=3[CH2:21][NH2:22])[NH:14][CH2:13]2)[CH2:9]1)[C:2]1[CH:7]=[CH:6][CH:5]=[CH:4][CH:3]=1.[CH3:23][C:24]([O:27][C:28](O[C:28]([O:27][C:24]([CH3:26])([CH3:25])[CH3:23])=[O:29])=[O:29])([CH3:26])[CH3:25]. The catalyst is C(Cl)Cl. The product is [CH2:1]([N:8]1[CH2:12][CH2:11][C:10]2([C:20]3[C:15](=[CH:16][CH:17]=[CH:18][C:19]=3[CH2:21][NH:22][C:28](=[O:29])[O:27][C:24]([CH3:26])([CH3:25])[CH3:23])[NH:14][CH2:13]2)[CH2:9]1)[C:2]1[CH:7]=[CH:6][CH:5]=[CH:4][CH:3]=1. The yield is 0.240.